From a dataset of NCI-60 drug combinations with 297,098 pairs across 59 cell lines. Regression. Given two drug SMILES strings and cell line genomic features, predict the synergy score measuring deviation from expected non-interaction effect. Drug 1: C1C(C(OC1N2C=NC3=C(N=C(N=C32)Cl)N)CO)O. Drug 2: C1CC(=O)NC(=O)C1N2C(=O)C3=CC=CC=C3C2=O. Cell line: OVCAR-5. Synergy scores: CSS=24.3, Synergy_ZIP=-8.96, Synergy_Bliss=-0.474, Synergy_Loewe=-27.2, Synergy_HSA=-0.860.